Dataset: Reaction yield outcomes from USPTO patents with 853,638 reactions. Task: Predict the reaction yield, written as a fraction of the theoretical maximum amount of product (1.0 means a 100% yield; for example, 0.34 means a 34% yield). (1) The reactants are [OH:1][C:2]1[CH:3]=[C:4]([CH:8]=[CH:9][C:10]=1[N+:11]([O-:13])=[O:12])[C:5](O)=[O:6].[C:14]([O-])([O-])=O.[K+].[K+].CI.CN([CH:25]=[O:26])C. No catalyst specified. The product is [CH3:14][O:1][C:2]1[CH:3]=[C:4]([CH:8]=[CH:9][C:10]=1[N+:11]([O-:13])=[O:12])[C:5]([O:26][CH3:25])=[O:6]. The yield is 0.735. (2) The catalyst is ClCCl. The product is [C:31]([C:24]1[CH:25]=[C:26]2[C:21](=[CH:22][CH:23]=1)[NH:20][CH:19]([C:15]1[CH:14]=[C:13]([NH:12][S:8]([C:4]3[CH:5]=[CH:6][CH:7]=[C:2]([F:1])[CH:3]=3)(=[O:10])=[O:9])[CH:18]=[CH:17][CH:16]=1)[CH2:28][C:27]2([CH3:30])[CH3:29])#[N:32]. The reactants are [F:1][C:2]1[CH:3]=[C:4]([S:8](Cl)(=[O:10])=[O:9])[CH:5]=[CH:6][CH:7]=1.[NH2:12][C:13]1[CH:14]=[C:15]([CH:19]2[CH2:28][C:27]([CH3:30])([CH3:29])[C:26]3[C:21](=[CH:22][CH:23]=[C:24]([C:31]#[N:32])[CH:25]=3)[NH:20]2)[CH:16]=[CH:17][CH:18]=1.N1C=CC=CC=1. The yield is 0.425. (3) The reactants are [NH:1]([C:14]([O:16][CH2:17][C:18]1[CH:23]=[CH:22][CH:21]=[CH:20][CH:19]=1)=[O:15])[CH2:2][C:3]([NH:5][CH2:6][C:7]([NH:9][CH2:10][C:11]([OH:13])=[O:12])=[O:8])=[O:4].[C:24]([O:28][C:29](=[O:33])[CH2:30][CH2:31]N)([CH3:27])([CH3:26])[CH3:25].OC1C2N=N[NH:40]C=2C=CC=1.Cl.CN(C)CCCN=C=NCC. The catalyst is CN(C)C=O. The product is [NH:1]([C:14]([O:16][CH2:17][C:18]1[CH:19]=[CH:20][CH:21]=[CH:22][CH:23]=1)=[O:15])[CH2:2][C:3]([NH:5][CH2:6][C:7]([NH:9][CH2:10][C:11]([O:13][NH:40][C@H:30]([C:29]([O:28][C:24]([CH3:27])([CH3:26])[CH3:25])=[O:33])[CH3:31])=[O:12])=[O:8])=[O:4]. The yield is 0.750. (4) The reactants are [NH2:1][C:2]([C:12]1[CH:17]=[CH:16][CH:15]=[C:14]([Br:18])[CH:13]=1)([C:6]1[CH:11]=[CH:10][CH:9]=[CH:8][CH:7]=1)[C:3]([OH:5])=O.[OH-].[K+].[O:21]1[CH2:25][CH2:24][CH2:23][CH:22]1[CH2:26][N:27]=[C:28]=[S:29]. The catalyst is C(O)CCC. The product is [Br:18][C:14]1[CH:13]=[C:12]([C:2]2([C:6]3[CH:11]=[CH:10][CH:9]=[CH:8][CH:7]=3)[NH:1][C:28](=[S:29])[N:27]([CH2:26][CH:22]3[CH2:23][CH2:24][CH2:25][O:21]3)[C:3]2=[O:5])[CH:17]=[CH:16][CH:15]=1. The yield is 0.310. (5) The reactants are [Br:1][C:2]1[C:3]([N:16]([CH3:21])[S:17]([CH3:20])(=[O:19])=[O:18])=[CH:4][C:5]2[O:9][C:8](I)=[C:7]([C:11]([NH:13][CH3:14])=[O:12])[C:6]=2[CH:15]=1.[CH2:22]([C:24]1[S:25][CH:26]=[CH:27][N:28]=1)[CH3:23].C([O-])([O-])=O.[Na+].[Na+]. The catalyst is CN(C=O)C.CC([O-])=O.CC([O-])=O.[Pd+2]. The product is [Br:1][C:2]1[C:3]([N:16]([CH3:21])[S:17]([CH3:20])(=[O:19])=[O:18])=[CH:4][C:5]2[O:9][C:8]([C:26]3[S:25][C:24]([CH2:22][CH3:23])=[N:28][CH:27]=3)=[C:7]([C:11]([NH:13][CH3:14])=[O:12])[C:6]=2[CH:15]=1. The yield is 0.410. (6) The reactants are C(OC([NH:11][C@H:12]([C:38]([O:40][C:41]([CH3:44])([CH3:43])[CH3:42])=[O:39])[CH2:13][C:14]1[CH:15]=[N:16][C:17]([O:20][CH2:21][CH2:22][C:23]2[CH:28]=[CH:27][CH:26]=[C:25]([N:29]([C:31]([O:33][C:34]([CH3:37])([CH3:36])[CH3:35])=[O:32])[CH3:30])[N:24]=2)=[CH:18][CH:19]=1)=O)C1C=CC=CC=1. The catalyst is C(O)C.[Pd]. The product is [C:34]([O:33][C:31]([N:29]([CH3:30])[C:25]1[N:24]=[C:23]([CH2:22][CH2:21][O:20][C:17]2[N:16]=[CH:15][C:14]([CH2:13][C@@H:12]([C:38]([O:40][C:41]([CH3:44])([CH3:43])[CH3:42])=[O:39])[NH2:11])=[CH:19][CH:18]=2)[CH:28]=[CH:27][CH:26]=1)=[O:32])([CH3:36])([CH3:35])[CH3:37]. The yield is 0.920.